Dataset: Reaction yield outcomes from USPTO patents with 853,638 reactions. Task: Predict the reaction yield, written as a fraction of the theoretical maximum amount of product (1.0 means a 100% yield; for example, 0.34 means a 34% yield). (1) The reactants are [Cl-].O[NH3+:3].[C:4](=[O:7])([O-])[OH:5].[Na+].CS(C)=O.[CH2:13]([C:17]1[N:18]=[C:19]([CH3:47])[N:20]([CH2:39][C:40]2[CH:45]=[CH:44][C:43]([Cl:46])=[CH:42][CH:41]=2)[C:21](=[O:38])[C:22]=1[CH2:23][C:24]1[CH:29]=[CH:28][C:27]([C:30]2[C:31]([C:36]#[N:37])=[CH:32][CH:33]=[CH:34][CH:35]=2)=[CH:26][CH:25]=1)[CH2:14][CH2:15][CH3:16]. The catalyst is C(OCC)(=O)C. The product is [CH2:13]([C:17]1[N:18]=[C:19]([CH3:47])[N:20]([CH2:39][C:40]2[CH:45]=[CH:44][C:43]([Cl:46])=[CH:42][CH:41]=2)[C:21](=[O:38])[C:22]=1[CH2:23][C:24]1[CH:25]=[CH:26][C:27]([C:30]2[CH:35]=[CH:34][CH:33]=[CH:32][C:31]=2[C:36]2[NH:3][C:4](=[O:7])[O:5][N:37]=2)=[CH:28][CH:29]=1)[CH2:14][CH2:15][CH3:16]. The yield is 0.450. (2) The reactants are B(Br)(Br)Br.C([O:7][C:8]1[CH:13]=[CH:12][CH:11]=[CH:10][C:9]=1[CH:14]=[CH:15][S:16]([NH:19][C:20]1[CH:25]=[CH:24][CH:23]=[CH:22][C:21]=1[S:26]([NH2:29])(=[O:28])=[O:27])(=[O:18])=[O:17])C.CO. The catalyst is ClCCl. The product is [OH:7][C:8]1[CH:13]=[CH:12][CH:11]=[CH:10][C:9]=1[CH:14]=[CH:15][S:16]([NH:19][C:20]1[CH:25]=[CH:24][CH:23]=[CH:22][C:21]=1[S:26]([NH2:29])(=[O:28])=[O:27])(=[O:17])=[O:18]. The yield is 0.160. (3) The reactants are [Cl:1][C:2]1[CH:10]=[CH:9][C:5]([C:6]([OH:8])=O)=[CH:4][CH:3]=1.C1(N=C=NC2CCCCC2)CCCCC1.O.ON1C2C=CC=CC=2N=N1.[N:37]1([CH2:43][CH2:44][CH2:45][O:46][C:47]2[CH:52]=[CH:51][C:50]([N:53]3[CH2:58][CH2:57][NH:56][CH2:55][CH2:54]3)=[CH:49][CH:48]=2)[CH2:42][CH2:41][CH2:40][CH2:39][CH2:38]1. The catalyst is ClCCl. The product is [Cl:1][C:2]1[CH:3]=[CH:4][C:5]([C:6]([N:56]2[CH2:57][CH2:58][N:53]([C:50]3[CH:49]=[CH:48][C:47]([O:46][CH2:45][CH2:44][CH2:43][N:37]4[CH2:38][CH2:39][CH2:40][CH2:41][CH2:42]4)=[CH:52][CH:51]=3)[CH2:54][CH2:55]2)=[O:8])=[CH:9][CH:10]=1. The yield is 0.910. (4) The reactants are Cl[C:2]1[C:7]([CH:8]=[O:9])=[CH:6][N:5]=[C:4]2[NH:10][CH:11]=[CH:12][C:3]=12.[CH:13]1([NH2:19])[CH2:18][CH2:17][CH2:16][CH2:15][CH2:14]1.O. The catalyst is C(O)CO. The product is [CH:13]1([NH:19][C:2]2[C:7]([CH:8]=[O:9])=[CH:6][N:5]=[C:4]3[NH:10][CH:11]=[CH:12][C:3]=23)[CH2:18][CH2:17][CH2:16][CH2:15][CH2:14]1. The yield is 0.710. (5) The reactants are [Cl:1][C:2]1[C:19]([F:20])=[CH:18][CH:17]=[C:16]([F:21])[C:3]=1[CH2:4][N:5]1[CH2:10][CH2:9][NH:8][C:7]2[N:11]=[CH:12][C:13](I)=[CH:14][C:6]1=2.B1([C:31]2[CH:36]=[CH:35][C:34]([N:37]3[CH2:42][CH2:41][O:40][CH2:39][CH2:38]3)=[N:33][CH:32]=2)OC(C)(C)C(C)(C)O1. No catalyst specified. The product is [Cl:1][C:2]1[C:19]([F:20])=[CH:18][CH:17]=[C:16]([F:21])[C:3]=1[CH2:4][N:5]1[CH2:10][CH2:9][NH:8][C:7]2[N:11]=[CH:12][C:13]([C:31]3[CH:32]=[N:33][C:34]([N:37]4[CH2:38][CH2:39][O:40][CH2:41][CH2:42]4)=[CH:35][CH:36]=3)=[CH:14][C:6]1=2. The yield is 0.520.